Task: Regression/Classification. Given a drug SMILES string, predict its absorption, distribution, metabolism, or excretion properties. Task type varies by dataset: regression for continuous measurements (e.g., permeability, clearance, half-life) or binary classification for categorical outcomes (e.g., BBB penetration, CYP inhibition). Dataset: cyp1a2_veith.. Dataset: CYP1A2 inhibition data for predicting drug metabolism from PubChem BioAssay (1) The molecule is N[C@H](CCC(=O)NCC(=O)O)C(=O)O. The result is 0 (non-inhibitor). (2) The molecule is COc1ccccc1-c1nnc(SCc2nc3ccccc3s2)n1C. The result is 1 (inhibitor). (3) The molecule is O=C(O)[C@@H](O)Cc1ccccn1. The result is 0 (non-inhibitor). (4) The drug is CS(=O)(=O)O.OC(CCN1CCCCC1)(c1ccccc1)c1ccccc1. The result is 0 (non-inhibitor). (5) The molecule is CCOC(=O)N1CCN(c2nc(-c3ccco3)cc(C(F)(F)F)n2)CC1. The result is 1 (inhibitor). (6) The molecule is CN(C)c1ccc(-c2nc(NCc3cccnc3)c3ccccc3n2)cc1. The result is 1 (inhibitor).